From a dataset of Forward reaction prediction with 1.9M reactions from USPTO patents (1976-2016). Predict the product of the given reaction. Given the reactants Br[C:2]1[CH:7]=[CH:6][CH:5]=[CH:4][C:3]=1[O:8][C:9]([F:12])([F:11])[F:10].C([Li])CCC.[NH2:18][C:19]1[N:30]=[CH:29][C:28]([Br:31])=[CH:27][C:20]=1[C:21](N(OC)C)=[O:22], predict the reaction product. The product is: [NH2:18][C:19]1[C:20]([C:21]([C:2]2[CH:7]=[CH:6][CH:5]=[CH:4][C:3]=2[O:8][C:9]([F:12])([F:11])[F:10])=[O:22])=[CH:27][C:28]([Br:31])=[CH:29][N:30]=1.